Dataset: Catalyst prediction with 721,799 reactions and 888 catalyst types from USPTO. Task: Predict which catalyst facilitates the given reaction. (1) Reactant: [Cl:1][C:2]1[CH:7]=[C:6]([Cl:8])[CH:5]=[CH:4][C:3]=1[OH:9].[H-].[Na+].Cl[C:13]1[N:22]=[C:21]([O:23][CH:24]([CH3:26])[CH3:25])[CH:20]=[CH:19][C:14]=1[C:15]([O:17][CH3:18])=[O:16].O. Product: [Cl:1][C:2]1[CH:7]=[C:6]([Cl:8])[CH:5]=[CH:4][C:3]=1[O:9][C:13]1[N:22]=[C:21]([O:23][CH:24]([CH3:26])[CH3:25])[CH:20]=[CH:19][C:14]=1[C:15]([O:17][CH3:18])=[O:16]. The catalyst class is: 9. (2) Reactant: [C:1]([O:5][C:6]([NH:8][C@H:9]([C:13]([OH:15])=O)[C@@H:10]([CH3:12])[OH:11])=[O:7])([CH3:4])([CH3:3])[CH3:2].CCN(C(C)C)C(C)C.[NH:25]1[CH2:30][CH2:29][O:28][CH2:27][CH2:26]1.CN(C(ON1N=NC2C=CC=CC1=2)=[N+](C)C)C.[B-](F)(F)(F)F.C(=O)(O)[O-].[Na+]. Product: [OH:11][C@H:10]([CH3:12])[C@H:9]([NH:8][C:6](=[O:7])[O:5][C:1]([CH3:2])([CH3:3])[CH3:4])[C:13]([N:25]1[CH2:30][CH2:29][O:28][CH2:27][CH2:26]1)=[O:15]. The catalyst class is: 2. (3) Product: [CH3:16][C:14]1([CH3:15])[C:10]2[C:5](=[CH:6][CH:7]=[CH:8][CH:9]=2)[NH:11][C:12](=[O:17])[CH2:13]1. The catalyst class is: 48. Reactant: [Al+3].[Cl-].[Cl-].[Cl-].[C:5]1([NH:11][C:12](=[O:17])[CH:13]=[C:14]([CH3:16])[CH3:15])[CH:10]=[CH:9][CH:8]=[CH:7][CH:6]=1. (4) Reactant: [Cl:1][C:2]1[NH:3][C:4]([C:12]2[CH:17]=[CH:16][CH:15]=[CH:14][CH:13]=2)=[CH:5][C:6]=1[C:7]([O:9][CH2:10][CH3:11])=[O:8].[H-].[Na+].C1OCCOCCOCCOCCOC1.[C:35]1([S:41](Cl)(=[O:43])=[O:42])[CH:40]=[CH:39][CH:38]=[CH:37][CH:36]=1. Product: [Cl:1][C:2]1[N:3]([S:41]([C:35]2[CH:40]=[CH:39][CH:38]=[CH:37][CH:36]=2)(=[O:43])=[O:42])[C:4]([C:12]2[CH:17]=[CH:16][CH:15]=[CH:14][CH:13]=2)=[CH:5][C:6]=1[C:7]([O:9][CH2:10][CH3:11])=[O:8]. The catalyst class is: 334. (5) Product: [ClH:30].[CH3:14][O:15][C:16](=[O:27])/[CH:17]=[CH:18]/[C:19]1[CH:20]=[CH:21][C:22]([CH2:25][NH:6][CH2:5][CH2:4][C:3]2[C:7]3[C:12](=[CH:11][CH:10]=[CH:9][CH:8]=3)[NH:13][C:2]=2[CH3:1])=[CH:23][CH:24]=1. Reactant: [CH3:1][C:2]1[NH:13][C:12]2[C:7](=[CH:8][CH:9]=[CH:10][CH:11]=2)[C:3]=1[CH2:4][CH2:5][NH2:6].[CH3:14][O:15][C:16](=[O:27])/[CH:17]=[CH:18]/[C:19]1[CH:24]=[CH:23][C:22]([CH:25]=O)=[CH:21][CH:20]=1.[BH4-].[Na+].[ClH:30].[H][H]. The catalyst class is: 24. (6) Reactant: C(=O)([O-])[O-].[Cs+].[Cs+].[C:7]([O:11][C:12]([NH:14][CH2:15][CH2:16][CH2:17][CH2:18]Br)=[O:13])([CH3:10])([CH3:9])[CH3:8].[C:20]1([CH3:45])[CH:25]=[CH:24][C:23]([S:26]([N:29]2[CH:33]=[C:32]([CH:34]([C:40]([O:42][CH2:43][CH3:44])=[O:41])[C:35]([O:37][CH2:38][CH3:39])=[O:36])[N:31]=[CH:30]2)(=[O:28])=[O:27])=[CH:22][CH:21]=1. Product: [C:7]([O:11][C:12]([NH:14][CH2:15][CH2:16][CH2:17][CH2:18][C:34]([C:32]1[N:31]=[CH:30][N:29]([S:26]([C:23]2[CH:22]=[CH:21][C:20]([CH3:45])=[CH:25][CH:24]=2)(=[O:27])=[O:28])[CH:33]=1)([C:40]([O:42][CH2:43][CH3:44])=[O:41])[C:35]([O:37][CH2:38][CH3:39])=[O:36])=[O:13])([CH3:10])([CH3:9])[CH3:8]. The catalyst class is: 3. (7) Reactant: [F:1][C:2]1[CH:7]=[C:6]([I:8])[CH:5]=[CH:4][C:3]=1[NH:9][C:10]([NH:12][CH3:13])=O.C(Br)(Br)(Br)Br.C1C=CC(P(C2C=CC=CC=2)C2C=CC=CC=2)=CC=1. Product: [F:1][C:2]1[CH:7]=[C:6]([I:8])[CH:5]=[CH:4][C:3]=1[N:9]=[C:10]=[N:12][CH3:13]. The catalyst class is: 2. (8) Reactant: [F:1][C:2]1[CH:10]=[CH:9][CH:8]=[C:7]([F:11])[C:3]=1[C:4](Cl)=[O:5].[CH3:12][CH2:13][OH:14].N1C=CC=CC=1. Product: [F:1][C:2]1[CH:10]=[CH:9][CH:8]=[C:7]([F:11])[C:3]=1[C:4]([O:14][CH2:13][CH3:12])=[O:5]. The catalyst class is: 2. (9) Reactant: [F:1][C:2]1[C:3]([NH:24][C:25]2[CH:30]=[CH:29][C:28]([I:31])=[CH:27][C:26]=2[F:32])=[C:4]([CH:20]=[CH:21][C:22]=1[F:23])[C:5]([N:7]1[CH2:12][CH2:11][N:10](C(OC(C)(C)C)=O)[CH2:9][CH2:8]1)=[O:6].[ClH:33].O1CCOCC1.Cl. Product: [ClH:33].[F:1][C:2]1[C:3]([NH:24][C:25]2[CH:30]=[CH:29][C:28]([I:31])=[CH:27][C:26]=2[F:32])=[C:4]([C:5]([N:7]2[CH2:12][CH2:11][NH:10][CH2:9][CH2:8]2)=[O:6])[CH:20]=[CH:21][C:22]=1[F:23]. The catalyst class is: 12. (10) Reactant: [CH:1](NC(C)C)(C)C.C([Li])CCC.[CH2:13]([N:20]1[CH:25]([C:26]2[CH:31]=[CH:30][CH:29]=[CH:28][CH:27]=2)[CH2:24][C:23]([CH3:33])([CH3:32])[N:22]2[N:34]=[CH:35][C:36]([C:37](=[O:47])[CH:38]([C:40]3[CH:45]=[CH:44][C:43]([CH3:46])=[CH:42][CH:41]=3)[CH3:39])=[C:21]12)[C:14]1[CH:19]=[CH:18][CH:17]=[CH:16][CH:15]=1.IC. Product: [CH2:13]([N:20]1[CH:25]([C:26]2[CH:31]=[CH:30][CH:29]=[CH:28][CH:27]=2)[CH2:24][C:23]([CH3:33])([CH3:32])[N:22]2[N:34]=[CH:35][C:36]([C:37](=[O:47])[C:38]([CH3:1])([C:40]3[CH:45]=[CH:44][C:43]([CH3:46])=[CH:42][CH:41]=3)[CH3:39])=[C:21]12)[C:14]1[CH:19]=[CH:18][CH:17]=[CH:16][CH:15]=1. The catalyst class is: 1.